Predict the reaction yield, written as a fraction of the theoretical maximum amount of product (1.0 means a 100% yield; for example, 0.34 means a 34% yield). From a dataset of Reaction yield outcomes from USPTO patents with 853,638 reactions. (1) The reactants are [F:1][C:2]1[CH:3]=[C:4]([CH:6]=[CH:7][C:8]=1[N+:9]([O-:11])=[O:10])[NH2:5].[Br:12]Br.[OH-].[Na+]. The catalyst is CC(O)=O.C(Cl)(Cl)Cl. The product is [Br:12][C:6]1[CH:7]=[C:8]([N+:9]([O-:11])=[O:10])[C:2]([F:1])=[CH:3][C:4]=1[NH2:5]. The yield is 0.900. (2) The reactants are C(OC([N:8]1[CH2:13][CH2:12][O:11][CH:10]([CH2:14][O:15][C:16]([N:18]2[CH2:23][CH2:22][N:21]([C:24]3[CH:29]=[CH:28][CH:27]=[CH:26][CH:25]=3)[CH2:20][CH2:19]2)=[O:17])[CH2:9]1)=O)(C)(C)C.[ClH:30].CCOCC. The catalyst is CO. The product is [ClH:30].[ClH:30].[C:24]1([N:21]2[CH2:22][CH2:23][N:18]([C:16]([O:15][CH2:14][CH:10]3[O:11][CH2:12][CH2:13][NH:8][CH2:9]3)=[O:17])[CH2:19][CH2:20]2)[CH:25]=[CH:26][CH:27]=[CH:28][CH:29]=1. The yield is 0.760. (3) The reactants are [O:1]1[CH2:6][CH2:5][CH2:4][CH2:3][CH:2]1[O:7][C:8]1[CH:15]=[CH:14][C:11]([CH:12]=O)=[CH:10][CH:9]=1.[CH3:16]C(C)([O-])C.[K+]. The catalyst is C1COCC1.[Br-].C[P+](C1C=CC=CC=1)(C1C=CC=CC=1)C1C=CC=CC=1. The product is [O:1]1[CH2:6][CH2:5][CH2:4][CH2:3][CH:2]1[O:7][C:8]1[CH:15]=[CH:14][C:11]([CH:12]=[CH2:16])=[CH:10][CH:9]=1. The yield is 0.650. (4) The catalyst is C(Cl)Cl. The product is [OH:17][C:14]1[CH:15]=[CH:16][C:11]([CH2:10][CH:2]([NH:1][C:27](=[O:28])[C:26]2[CH:25]=[CH:24][C:23]([N+:20]([O-:22])=[O:21])=[CH:31][CH:30]=2)[C:3]([O:5][C:6]([CH3:7])([CH3:9])[CH3:8])=[O:4])=[CH:12][C:13]=1[O:18][CH3:19]. The yield is 0.440. The reactants are [NH2:1][CH:2]([CH2:10][C:11]1[CH:16]=[CH:15][C:14]([OH:17])=[C:13]([O:18][CH3:19])[CH:12]=1)[C:3]([O:5][C:6]([CH3:9])([CH3:8])[CH3:7])=[O:4].[N+:20]([C:23]1[CH:31]=[CH:30][C:26]([C:27](Cl)=[O:28])=[CH:25][CH:24]=1)([O-:22])=[O:21]. (5) The reactants are [Br:1][C:2]1[CH:3]=[C:4]2[C:9](=[CH:10][CH:11]=1)[O:8][CH:7]=[C:6]([CH:12]=O)[C:5]2=[O:14].[CH2:15]([O:17][C:18]([C:20]#[C:21][C:22]([O:24][CH2:25][CH3:26])=[O:23])=[O:19])[CH3:16].C1(P(C2C=CC=CC=2)C2C=CC=CC=2)C=CC=CC=1.[NH2:46][CH2:47][CH2:48][C:49]1[C:57]2[C:52](=[CH:53][CH:54]=[CH:55][CH:56]=2)[NH:51][CH:50]=1. The catalyst is C1(C)C=CC=CC=1. The product is [CH2:25]([O:24][C:22]([C:21]1[C:20]2([C:18]([O:17][CH2:15][CH3:16])=[O:19])[N:46]([CH2:47][CH2:48][C:49]3[C:57]4[C:52](=[CH:53][CH:54]=[CH:55][CH:56]=4)[NH:51][C:50]=32)[CH:7]=[C:6]([C:5](=[O:14])[C:4]2[CH:3]=[C:2]([Br:1])[CH:11]=[CH:10][C:9]=2[OH:8])[CH:12]=1)=[O:23])[CH3:26]. The yield is 0.520. (6) The reactants are [F:1][C:2]1[CH:10]=[C:9]([N+:11]([O-:13])=[O:12])[CH:8]=[CH:7][C:3]=1[C:4](O)=[O:5].Cl.[CH3:15][NH:16][CH3:17].C1C=CC2N(O)N=NC=2C=1.CCN=C=NCCCN(C)C.Cl. The catalyst is CN(C=O)C. The product is [F:1][C:2]1[CH:10]=[C:9]([N+:11]([O-:13])=[O:12])[CH:8]=[CH:7][C:3]=1[C:4]([N:16]([CH3:17])[CH3:15])=[O:5]. The yield is 0.810.